Dataset: Reaction yield outcomes from USPTO patents with 853,638 reactions. Task: Predict the reaction yield, written as a fraction of the theoretical maximum amount of product (1.0 means a 100% yield; for example, 0.34 means a 34% yield). (1) The reactants are [CH:1]1([N:4]([CH:26]2[CH2:28][CH2:27]2)[C:5]([C:7]2[N:23]([CH2:24][CH3:25])[C:10]3=[N:11][C:12]([NH:19][C:20]([NH2:22])=[S:21])=[C:13]4[N:17]=[CH:16][N:15]([CH3:18])[C:14]4=[C:9]3[CH:8]=2)=[O:6])[CH2:3][CH2:2]1.Cl[CH2:30][C:31](=O)[CH3:32]. The catalyst is CCO. The product is [CH:26]1([N:4]([CH:1]2[CH2:2][CH2:3]2)[C:5]([C:7]2[N:23]([CH2:24][CH3:25])[C:10]3=[N:11][C:12]([NH:19][C:20]4[S:21][CH:30]=[C:31]([CH3:32])[N:22]=4)=[C:13]4[N:17]=[CH:16][N:15]([CH3:18])[C:14]4=[C:9]3[CH:8]=2)=[O:6])[CH2:27][CH2:28]1. The yield is 0.120. (2) The product is [CH2:1]([O:4][C:5]1[C:6]([CH2:38][CH3:39])=[C:7]([CH2:27][C:28]([N:30]([CH2:35][CH2:36][O:37][CH3:42])[CH2:31][CH2:32][O:33][CH3:34])=[O:29])[C:8]([C:15](=[O:26])[C:16]2[CH:17]=[CH:18][C:19]([S:22]([CH3:25])(=[O:23])=[O:24])=[CH:20][CH:21]=2)=[C:9]([O:11][CH2:12][CH:13]=[CH2:14])[CH:10]=1)[CH:2]=[CH2:3]. The catalyst is CN(C)C=O. The yield is 0.210. The reactants are [CH2:1]([O:4][C:5]1[C:6]([CH2:38][CH3:39])=[C:7]([CH2:27][C:28]([N:30]([CH2:35][CH2:36][OH:37])[CH2:31][CH2:32][O:33][CH3:34])=[O:29])[C:8]([C:15](=[O:26])[C:16]2[CH:21]=[CH:20][C:19]([S:22]([CH3:25])(=[O:24])=[O:23])=[CH:18][CH:17]=2)=[C:9]([O:11][CH2:12][CH:13]=[CH2:14])[CH:10]=1)[CH:2]=[CH2:3].[H-].[Na+].[CH3:42]I.[Cl-].[NH4+].